Dataset: Forward reaction prediction with 1.9M reactions from USPTO patents (1976-2016). Task: Predict the product of the given reaction. (1) Given the reactants Br[C:2]1[CH:7]=[CH:6][C:5]([C:8](=[O:24])[CH2:9][CH:10]([CH2:16][CH2:17][C:18]2[CH:23]=[CH:22][CH:21]=[CH:20][CH:19]=2)[C:11]([O:13][CH2:14][CH3:15])=[O:12])=[CH:4][CH:3]=1.[N+:25]([C:28]1[CH:33]=[CH:32][C:31](B(O)O)=[CH:30][CH:29]=1)([O-:27])=[O:26].C1(C)C=CC=CC=1.C(=O)([O-])[O-].[Na+].[Na+], predict the reaction product. The product is: [N+:25]([C:28]1[CH:33]=[CH:32][C:31]([C:2]2[CH:7]=[CH:6][C:5]([C:8](=[O:24])[CH2:9][CH:10]([CH2:16][CH2:17][C:18]3[CH:23]=[CH:22][CH:21]=[CH:20][CH:19]=3)[C:11]([O:13][CH2:14][CH3:15])=[O:12])=[CH:4][CH:3]=2)=[CH:30][CH:29]=1)([O-:27])=[O:26]. (2) Given the reactants [N:1]1([C:6]2[CH:7]=[CH:8][C:9]([C:12]([OH:14])=O)=[N:10][CH:11]=2)[CH2:5][CH2:4][CH2:3][CH2:2]1.Cl.[CH2:16]([O:23][NH:24][CH2:25][C:26]1[CH:31]=[CH:30][CH:29]=[CH:28][CH:27]=1)[C:17]1[CH:22]=[CH:21][CH:20]=[CH:19][CH:18]=1, predict the reaction product. The product is: [CH2:25]([N:24]([O:23][CH2:16][C:17]1[CH:22]=[CH:21][CH:20]=[CH:19][CH:18]=1)[C:12]([C:9]1[CH:8]=[CH:7][C:6]([N:1]2[CH2:2][CH2:3][CH2:4][CH2:5]2)=[CH:11][N:10]=1)=[O:14])[C:26]1[CH:27]=[CH:28][CH:29]=[CH:30][CH:31]=1. (3) Given the reactants Br[C:2]1[CH:3]=[C:4]([CH:27]=[CH:28][CH:29]=1)[C:5]([NH:7][C:8]1[C:17]2[C:12](=[CH:13][CH:14]=[CH:15][CH:16]=2)[C:11]([O:18][CH2:19][CH2:20][N:21]2[CH2:26][CH2:25][O:24][CH2:23][CH2:22]2)=[CH:10][CH:9]=1)=[O:6].[CH3:30][C:31]([CH3:35])([CH3:34])[CH2:32][NH2:33], predict the reaction product. The product is: [CH3:30][C:31]([CH3:35])([CH3:34])[CH2:32][NH:33][C:2]1[CH:3]=[C:4]([CH:27]=[CH:28][CH:29]=1)[C:5]([NH:7][C:8]1[C:17]2[C:12](=[CH:13][CH:14]=[CH:15][CH:16]=2)[C:11]([O:18][CH2:19][CH2:20][N:21]2[CH2:26][CH2:25][O:24][CH2:23][CH2:22]2)=[CH:10][CH:9]=1)=[O:6]. (4) Given the reactants [C:1]([O:5][C:6](=[O:29])[CH2:7][CH2:8][N:9]1[CH2:14][CH2:13][S:12][CH:11]([C:15]2[CH:20]=[CH:19][C:18]([O:21][CH2:22][C:23]3[CH:28]=[CH:27][CH:26]=[CH:25][CH:24]=3)=[CH:17][CH:16]=2)[CH2:10]1)([CH3:4])([CH3:3])[CH3:2].[OH:30]OS([O-])=O.[K+], predict the reaction product. The product is: [C:1]([O:5][C:6](=[O:29])[CH2:7][CH2:8][N:9]1[CH2:14][CH2:13][S:12](=[O:30])[CH:11]([C:15]2[CH:16]=[CH:17][C:18]([O:21][CH2:22][C:23]3[CH:28]=[CH:27][CH:26]=[CH:25][CH:24]=3)=[CH:19][CH:20]=2)[CH2:10]1)([CH3:4])([CH3:2])[CH3:3]. (5) Given the reactants [C:1]1(=[O:10])[C:9]2[C:4](=[CH:5][CH:6]=[CH:7][CH:8]=2)[CH2:3][NH:2]1.[CH2:11](Br)[C:12]#[CH:13].C(=O)([O-])[O-].[Cs+].[Cs+], predict the reaction product. The product is: [CH2:13]([N:2]1[CH2:3][C:4]2[C:9](=[CH:8][CH:7]=[CH:6][CH:5]=2)[C:1]1=[O:10])[C:12]#[CH:11].